Dataset: NCI-60 drug combinations with 297,098 pairs across 59 cell lines. Task: Regression. Given two drug SMILES strings and cell line genomic features, predict the synergy score measuring deviation from expected non-interaction effect. (1) Drug 1: COC1=CC(=CC(=C1O)OC)C2C3C(COC3=O)C(C4=CC5=C(C=C24)OCO5)OC6C(C(C7C(O6)COC(O7)C8=CC=CS8)O)O. Drug 2: CCCCC(=O)OCC(=O)C1(CC(C2=C(C1)C(=C3C(=C2O)C(=O)C4=C(C3=O)C=CC=C4OC)O)OC5CC(C(C(O5)C)O)NC(=O)C(F)(F)F)O. Cell line: RXF 393. Synergy scores: CSS=10.7, Synergy_ZIP=-7.52, Synergy_Bliss=-8.73, Synergy_Loewe=-6.48, Synergy_HSA=-6.13. (2) Drug 1: CC12CCC3C(C1CCC2O)C(CC4=C3C=CC(=C4)O)CCCCCCCCCS(=O)CCCC(C(F)(F)F)(F)F. Drug 2: C1CN(CCN1C(=O)CCBr)C(=O)CCBr. Cell line: SF-539. Synergy scores: CSS=27.2, Synergy_ZIP=-8.50, Synergy_Bliss=-2.23, Synergy_Loewe=-2.97, Synergy_HSA=-1.81.